Predict which catalyst facilitates the given reaction. From a dataset of Catalyst prediction with 721,799 reactions and 888 catalyst types from USPTO. (1) Reactant: [F:1][C:2]1[CH:7]=[C:6]([S:8][C:9]([F:12])([F:11])[F:10])[CH:5]=[CH:4][C:3]=1[N:13]([CH3:17])[C:14](Cl)=[O:15].[CH2:18]([NH2:20])[CH3:19]. Product: [CH2:18]([NH:20][C:14](=[O:15])[N:13]([C:3]1[CH:4]=[CH:5][C:6]([S:8][C:9]([F:12])([F:11])[F:10])=[CH:7][C:2]=1[F:1])[CH3:17])[CH3:19]. The catalyst class is: 10. (2) Reactant: [CH3:1][O:2][C:3]1[CH:4]=[C:5]([C:11]2[C@@H:20]3[C@@H:15]([CH2:16][CH2:17][CH2:18][CH2:19]3)[C:14](=[O:21])[N:13]([CH:22]3[CH2:27][CH2:26][N:25]([C:28](=[O:40])[C@@H:29]([NH:32]C(=O)OC(C)(C)C)[CH2:30][OH:31])[CH2:24][CH2:23]3)[N:12]=2)[CH:6]=[CH:7][C:8]=1[O:9][CH3:10].[F:41][C:42]([F:47])([F:46])[C:43]([OH:45])=[O:44]. Product: [F:41][C:42]([F:47])([F:46])[C:43]([OH:45])=[O:44].[NH2:32][C@@H:29]([CH2:30][OH:31])[C:28]([N:25]1[CH2:26][CH2:27][CH:22]([N:13]2[N:12]=[C:11]([C:5]3[CH:6]=[CH:7][C:8]([O:9][CH3:10])=[C:3]([O:2][CH3:1])[CH:4]=3)[C@@H:20]3[C@@H:15]([CH2:16][CH2:17][CH2:18][CH2:19]3)[C:14]2=[O:21])[CH2:23][CH2:24]1)=[O:40]. The catalyst class is: 2. (3) Reactant: [OH:1][C:2]1[CH:3]=[C:4]([C@@H:8]2[CH2:12][C:11]3([CH2:17][CH2:16][N:15]([C:18]([O:20][C:21]([CH3:24])([CH3:23])[CH3:22])=[O:19])[CH2:14][CH2:13]3)[O:10][CH2:9]2)[CH:5]=[CH:6][CH:7]=1.N1C=CC=CC=1.[F:31][C:32]([F:45])([F:44])[S:33](O[S:33]([C:32]([F:45])([F:44])[F:31])(=[O:35])=[O:34])(=[O:35])=[O:34]. Product: [F:31][C:32]([F:45])([F:44])[S:33]([O:1][C:2]1[CH:3]=[C:4]([C@@H:8]2[CH2:12][C:11]3([CH2:17][CH2:16][N:15]([C:18]([O:20][C:21]([CH3:24])([CH3:23])[CH3:22])=[O:19])[CH2:14][CH2:13]3)[O:10][CH2:9]2)[CH:5]=[CH:6][CH:7]=1)(=[O:35])=[O:34]. The catalyst class is: 2. (4) Reactant: Cl.Cl.[NH2:3][CH2:4][C@@H:5]1[O:10][CH2:9][CH2:8][N:7]([CH2:11][C:12]2[CH:17]=[CH:16][C:15]([Cl:18])=[C:14]([Cl:19])[CH:13]=2)[CH2:6]1.O.C(=O)([O-])O.[Na+].[Cl:26][CH2:27][C:28](Cl)=[O:29]. Product: [Cl:19][C:14]1[CH:13]=[C:12]([CH:17]=[CH:16][C:15]=1[Cl:18])[CH2:11][N:7]1[CH2:8][CH2:9][O:10][C@@H:5]([CH2:4][NH:3][C:28](=[O:29])[CH2:27][Cl:26])[CH2:6]1. The catalyst class is: 310. (5) Reactant: [CH3:1][C:2]1[O:6][C:5]([C:7]2[CH:12]=[CH:11][CH:10]=[CH:9][CH:8]=2)=[N:4][C:3]=1[CH2:13][O:14][C:15]1[CH:16]=[C:17]([CH:30]=[CH:31][CH:32]=1)[CH2:18][S:19][C:20]1[CH:21]=[C:22]([CH:27]=[CH:28][CH:29]=1)[C:23](OC)=[O:24].O1CCCC1.[H-].[Al+3].[Li+].[H-].[H-].[H-].Cl. The catalyst class is: 6. Product: [CH3:1][C:2]1[O:6][C:5]([C:7]2[CH:8]=[CH:9][CH:10]=[CH:11][CH:12]=2)=[N:4][C:3]=1[CH2:13][O:14][C:15]1[CH:16]=[C:17]([CH:30]=[CH:31][CH:32]=1)[CH2:18][S:19][C:20]1[CH:21]=[C:22]([CH:27]=[CH:28][CH:29]=1)[CH:23]=[O:24]. (6) Reactant: [Cl:1][CH2:2][C:3]1[CH:4]=[C:5]([CH:9]=[CH:10][CH:11]=1)[C:6](Cl)=[O:7].C(N(CC)CC)C.[NH2:19][C:20]([CH:24]1[CH2:26][CH2:25]1)([CH3:23])[C:21]#[N:22]. Product: [Cl:1][CH2:2][C:3]1[CH:4]=[C:5]([CH:9]=[CH:10][CH:11]=1)[C:6]([NH:19][C:20]([C:21]#[N:22])([CH:24]1[CH2:26][CH2:25]1)[CH3:23])=[O:7]. The catalyst class is: 4. (7) The catalyst class is: 14. Reactant: O=[C:2]1[C:11]2[C:6](=[CH:7][CH:8]=[CH:9][CH:10]=2)[C:5]2C(=O)C3C=CC=CC=3[C:4]=2[NH:3]1.[BH4-].[Na+]. Product: [CH:2]1[C:11]2[C:6](=[CH:7][CH:8]=[CH:9][CH:10]=2)[CH:5]=[CH:4][N:3]=1. (8) Reactant: [O:1]1[CH:5]=[CH:4][CH:3]=[C:2]1[C:6](Cl)=[O:7].[F:9][C:10]1[CH:11]=[C:12]2[C:17](=[CH:18][CH:19]=1)[N:16]([CH2:20][C:21]1[CH:26]=[CH:25][C:24]([F:27])=[CH:23][CH:22]=1)[C:15](=[O:28])[C:14]([C:29]#[N:30])=[C:13]2[N:31]1[CH2:36][CH2:35][NH:34][CH2:33][CH2:32]1. Product: [F:9][C:10]1[CH:11]=[C:12]2[C:17](=[CH:18][CH:19]=1)[N:16]([CH2:20][C:21]1[CH:22]=[CH:23][C:24]([F:27])=[CH:25][CH:26]=1)[C:15](=[O:28])[C:14]([C:29]#[N:30])=[C:13]2[N:31]1[CH2:36][CH2:35][N:34]([C:6]([C:2]2[O:1][CH:5]=[CH:4][CH:3]=2)=[O:7])[CH2:33][CH2:32]1. The catalyst class is: 17.